Dataset: Full USPTO retrosynthesis dataset with 1.9M reactions from patents (1976-2016). Task: Predict the reactants needed to synthesize the given product. (1) Given the product [C:43]([C:40]1[CH:41]=[CH:42][C:37]([NH:36][CH:25]([C:26]2[CH:31]=[CH:30][C:29]([O:32][CH3:33])=[C:28]([O:34][CH3:35])[CH:27]=2)[C:24]2[NH:23][C:22](=[O:21])[N:2]([C:4]3[CH:12]=[CH:11][CH:10]=[CH:9][C:5]=3[C:6]([OH:8])=[O:7])[N:3]=2)=[CH:38][C:39]=1[F:45])#[N:44], predict the reactants needed to synthesize it. The reactants are: Cl.[NH:2]([C:4]1[CH:12]=[CH:11][CH:10]=[CH:9][C:5]=1[C:6]([OH:8])=[O:7])[NH2:3].C(N(CC)CC)C.C[O:21][C:22](=O)[N:23]=[C:24](SC)[C:25](=[N:36][C:37]1[CH:42]=[CH:41][C:40]([C:43]#[N:44])=[C:39]([F:45])[CH:38]=1)[C:26]1[CH:31]=[CH:30][C:29]([O:32][CH3:33])=[C:28]([O:34][CH3:35])[CH:27]=1. (2) Given the product [OH:24][C@H:12]([CH3:11])[CH2:13][N:14]1[CH:15]=[N:16][C:17]2[C:18]1=[N:19][CH:20]=[N:21][C:22]=2[NH2:23], predict the reactants needed to synthesize it. The reactants are: N1C(N)=C2C(N=CN2)=NC=1.[CH3:11][C@@H:12]([O:24]CP(O)(O)=O)[CH2:13][N:14]1[C:18]2[N:19]=[CH:20][N:21]=[C:22]([NH2:23])[C:17]=2[N:16]=[CH:15]1.CC(C)([O-])C.[Mg+2].CC(C)([O-])C.C1(=O)O[C@H](C)CO1.CS(O)(=O)=O. (3) Given the product [CH3:1][S:2]([C:5]1[CH:10]=[CH:9][C:8]([C:11]2[C:12]3[N:13]([N:17]=[C:18]([NH:20][C:22]4[CH:23]=[CH:24][C:25]([N:28]5[CH2:29][CH2:30][CH2:31][CH2:32][CH2:33]5)=[CH:26][CH:27]=4)[N:19]=3)[CH:14]=[CH:15][CH:16]=2)=[CH:7][CH:6]=1)(=[O:3])=[O:4], predict the reactants needed to synthesize it. The reactants are: [CH3:1][S:2]([C:5]1[CH:10]=[CH:9][C:8]([C:11]2[C:12]3[N:13]([N:17]=[C:18]([NH2:20])[N:19]=3)[CH:14]=[CH:15][CH:16]=2)=[CH:7][CH:6]=1)(=[O:4])=[O:3].Br[C:22]1[CH:27]=[CH:26][C:25]([N:28]2[CH2:33][CH2:32][CH2:31][CH2:30][CH2:29]2)=[CH:24][CH:23]=1. (4) The reactants are: [CH2:1]([N:4]([CH2:11][CH:12]=[CH2:13])[C@H:5]1[C@H:9]([NH2:10])[CH2:8][O:7][CH2:6]1)[CH:2]=[CH2:3].C(=O)([O-])[O-].[Na+].[Na+].[C:20](O[C:20]([O:22][C:23]([CH3:26])([CH3:25])[CH3:24])=[O:21])([O:22][C:23]([CH3:26])([CH3:25])[CH3:24])=[O:21]. Given the product [CH2:11]([N:4]([CH2:1][CH:2]=[CH2:3])[C@@H:5]1[CH2:6][O:7][CH2:8][C@H:9]1[NH:10][C:20](=[O:21])[O:22][C:23]([CH3:26])([CH3:25])[CH3:24])[CH:12]=[CH2:13], predict the reactants needed to synthesize it. (5) The reactants are: [NH2:1][CH2:2][C:3]1[CH:10]=[CH:9][C:6]([C:7]#[N:8])=[CH:5][CH:4]=1.[CH:11](=O)[CH2:12][CH2:13][CH3:14].[BH4-].[Na+].C(OCC)(=O)C. Given the product [CH2:11]([NH:8][CH2:7][C:6]1[CH:9]=[CH:10][C:3]([C:2]#[N:1])=[CH:4][CH:5]=1)[CH2:12][CH2:13][CH3:14], predict the reactants needed to synthesize it. (6) Given the product [CH:1]1([C@@H:7]2[CH2:11][CH2:10][C@H:9]([NH2:12])[CH2:8]2)[CH2:2][CH2:3][CH2:4][CH2:5][CH2:6]1, predict the reactants needed to synthesize it. The reactants are: [C:1]1([C@@H:7]2[CH2:11][CH2:10][C@H:9]([NH2:12])[CH2:8]2)[CH:6]=[CH:5][CH:4]=[CH:3][CH:2]=1.[H][H].